Predict the reactants needed to synthesize the given product. From a dataset of Full USPTO retrosynthesis dataset with 1.9M reactions from patents (1976-2016). The reactants are: C[C@@H](PC)[C]1[C](P(C2C3C(=CC=CC=3)C=CC=2)C2C3C(=CC=CC=3)C=CC=2)[CH][CH][CH]1.[F:31][C:32]1[CH:33]=[C:34]([CH:53]=[CH:54][CH:55]=1)[CH2:35][C:36]1[C:45]2[C:40](=[CH:41][CH:42]=[C:43]([O:46][CH3:47])[CH:44]=2)[CH2:39][CH2:38][C:37]=1[NH:48][C:49](=[O:52])[CH2:50][CH3:51].[H][H]. Given the product [F:31][C:32]1[CH:33]=[C:34]([CH:53]=[CH:54][CH:55]=1)[CH2:35][C@@H:36]1[C:45]2[C:40](=[CH:41][CH:42]=[C:43]([O:46][CH3:47])[CH:44]=2)[CH2:39][CH2:38][C@@H:37]1[NH:48][C:49](=[O:52])[CH2:50][CH3:51], predict the reactants needed to synthesize it.